This data is from Full USPTO retrosynthesis dataset with 1.9M reactions from patents (1976-2016). The task is: Predict the reactants needed to synthesize the given product. (1) Given the product [CH3:1][O:2][C:3]([C:5]1[S:6][C:7]([C:11]([C:14]2[CH:19]=[CH:18][C:17]([O:20][CH2:21][CH:22]([O:27][Si:45]([C:42]([CH3:44])([CH3:43])[CH3:41])([CH3:47])[CH3:46])[C:23]([CH3:24])([CH3:25])[CH3:26])=[C:16]([CH3:28])[CH:15]=2)([CH2:12][CH3:13])[CH2:29][CH3:30])=[CH:8][C:9]=1[CH3:10])=[O:4], predict the reactants needed to synthesize it. The reactants are: [CH3:1][O:2][C:3]([C:5]1[S:6][C:7]([C:11]([CH2:29][CH3:30])([C:14]2[CH:19]=[CH:18][C:17]([O:20][CH2:21][CH:22]([OH:27])[C:23]([CH3:26])([CH3:25])[CH3:24])=[C:16]([CH3:28])[CH:15]=2)[CH2:12][CH3:13])=[CH:8][C:9]=1[CH3:10])=[O:4].N1C=CN=C1.CN(C=O)C.[CH3:41][C:42]([Si:45](Cl)([CH3:47])[CH3:46])([CH3:44])[CH3:43]. (2) Given the product [Cl:1][C:2]1[C:3]([N:27]([CH3:31])[CH2:28][CH2:29][CH3:30])=[CH:4][C:5]2[N:11]=[C:10]([C:12]3[CH:17]=[CH:16][CH:15]=[C:14]([N:18]4[C:22]([CH2:23][N:40]([CH:37]([CH3:39])[CH3:38])[CH3:41])=[CH:21][N:20]=[N:19]4)[CH:13]=3)[CH2:9][C:8](=[O:25])[NH:7][C:6]=2[CH:26]=1, predict the reactants needed to synthesize it. The reactants are: [Cl:1][C:2]1[C:3]([N:27]([CH3:31])[CH2:28][CH2:29][CH3:30])=[CH:4][C:5]2[N:11]=[C:10]([C:12]3[CH:17]=[CH:16][CH:15]=[C:14]([N:18]4[C:22]([CH2:23]O)=[CH:21][N:20]=[N:19]4)[CH:13]=3)[CH2:9][C:8](=[O:25])[NH:7][C:6]=2[CH:26]=1.S(Cl)(Cl)=O.[Cl-].[CH:37]([NH:40][CH3:41])([CH3:39])[CH3:38]. (3) Given the product [Cl:30][C:15]1[CH:14]=[C:13]([NH:12][C:2]2[C:3]3[N:10]([CH3:11])[CH:9]=[CH:8][C:4]=3[N:5]=[CH:6][N:7]=2)[CH:29]=[CH:28][C:16]=1[O:17][C:18]1[CH:19]=[C:20]([CH:25]=[CH:26][CH:27]=1)[C:21]([O:23][CH3:24])=[O:22], predict the reactants needed to synthesize it. The reactants are: Cl[C:2]1[C:3]2[N:10]([CH3:11])[CH:9]=[CH:8][C:4]=2[N:5]=[CH:6][N:7]=1.[NH2:12][C:13]1[CH:29]=[CH:28][C:16]([O:17][C:18]2[CH:19]=[C:20]([CH:25]=[CH:26][CH:27]=2)[C:21]([O:23][CH3:24])=[O:22])=[C:15]([Cl:30])[CH:14]=1.C(=O)([O-])O.[Na+].